From a dataset of Reaction yield outcomes from USPTO patents with 853,638 reactions. Predict the reaction yield, written as a fraction of the theoretical maximum amount of product (1.0 means a 100% yield; for example, 0.34 means a 34% yield). (1) The reactants are [CH:1]1([C:4]([NH:6][C:7]2[N:8]=[C:9]3[CH:14]=[CH:13][C:12]([O:15][C:16]4[CH:17]=[C:18]([CH:22]=[CH:23][CH:24]=4)[C:19](O)=[O:20])=[N:11][N:10]3[CH:25]=2)=[O:5])[CH2:3][CH2:2]1.C(Cl)(=O)C(Cl)=O.O1CCCC1.[F:37][C:38]([F:47])([F:46])[C:39]1[CH:40]=[C:41]([CH:43]=[CH:44][CH:45]=1)[NH2:42]. The catalyst is CN(C)C=O.CN1CCCC1=O. The product is [CH:1]1([C:4]([NH:6][C:7]2[N:8]=[C:9]3[CH:14]=[CH:13][C:12]([O:15][C:16]4[CH:17]=[C:18]([CH:22]=[CH:23][CH:24]=4)[C:19]([NH:42][C:41]4[CH:43]=[CH:44][CH:45]=[C:39]([C:38]([F:37])([F:46])[F:47])[CH:40]=4)=[O:20])=[N:11][N:10]3[CH:25]=2)=[O:5])[CH2:3][CH2:2]1. The yield is 0.0890. (2) The reactants are [CH3:1][O:2][C:3]1[N:8]=[CH:7][C:6]([CH:9]=O)=[CH:5][CH:4]=1.OS([O-])=O.[Na+].CC1C=CC(S(O)(=O)=O)=CC=1.[NH2:27][C:28]1[CH:46]=[CH:45][CH:44]=[CH:43][C:29]=1[C:30]([NH:32][C:33]1[CH:38]=[CH:37][C:36]([CH:39]([CH2:41][CH3:42])[CH3:40])=[CH:35][CH:34]=1)=[O:31]. The catalyst is CC(N(C)C)=O. The product is [CH:39]([C:36]1[CH:37]=[CH:38][C:33]([N:32]2[C:30](=[O:31])[C:29]3[C:28](=[CH:46][CH:45]=[CH:44][CH:43]=3)[N:27]=[C:9]2[C:6]2[CH:7]=[N:8][C:3]([O:2][CH3:1])=[CH:4][CH:5]=2)=[CH:34][CH:35]=1)([CH2:41][CH3:42])[CH3:40]. The yield is 0.260. (3) The reactants are [CH3:1][O:2][C:3](=[O:44])[C@H:4]1[O:31][CH:8]([O:9][C:10]2[CH:15]=[CH:14][C:13]([CH2:16][CH2:17][CH2:18][CH2:19][NH:20]C(OCC3C=CC=CC=3)=O)=[CH:12][CH:11]=2)[C@H:7]([O:32][C:33](=[O:35])[CH3:34])[C@@H:6]([O:36][C:37](=[O:39])[CH3:38])[C@@H:5]1[O:40][C:41](=[O:43])[CH3:42]. The catalyst is CO.[Pd]. The product is [CH3:1][O:2][C:3](=[O:44])[C@H:4]1[O:31][CH:8]([O:9][C:10]2[CH:11]=[CH:12][C:13]([CH2:16][CH2:17][CH2:18][CH2:19][NH2:20])=[CH:14][CH:15]=2)[C@H:7]([O:32][C:33](=[O:35])[CH3:34])[C@@H:6]([O:36][C:37](=[O:39])[CH3:38])[C@@H:5]1[O:40][C:41](=[O:43])[CH3:42]. The yield is 0.840. (4) The reactants are Cl[C:2]1[CH:7]=[C:6]([O:8][CH3:9])[N:5]=[CH:4][N:3]=1.[NH2:10][C:11]1[C:16](B(O)O)=[C:15]([F:20])[C:14]([Cl:21])=[CH:13][CH:12]=1.N#N.CCN(C(C)C)C(C)C. The catalyst is C1(C)C=CC=CC=1.CCO.C1C=CC([P]([Pd]([P](C2C=CC=CC=2)(C2C=CC=CC=2)C2C=CC=CC=2)([P](C2C=CC=CC=2)(C2C=CC=CC=2)C2C=CC=CC=2)[P](C2C=CC=CC=2)(C2C=CC=CC=2)C2C=CC=CC=2)(C2C=CC=CC=2)C2C=CC=CC=2)=CC=1. The product is [Cl:21][C:14]1[CH:13]=[CH:12][C:11]([NH2:10])=[C:16]([C:2]2[CH:7]=[C:6]([O:8][CH3:9])[N:5]=[CH:4][N:3]=2)[C:15]=1[F:20]. The yield is 0.452. (5) The reactants are [CH3:1][O:2][C:3]([C:5]1[CH:6]=[C:7]2[C:12](=[CH:13][CH:14]=1)[NH:11][CH:10]([C:15]1[CH:20]=[C:19](Br)[CH:18]=[CH:17][C:16]=1[CH3:22])[CH2:9][C:8]2([CH3:24])[CH3:23])=[O:4].[NH:25]1[CH2:30][CH2:29][O:28][CH2:27][CH2:26]1.Cl.[CH3:32]N(C)CC(O)=O.C(=O)([O-])[O-].[K+].[K+]. The catalyst is CS(C)=O.[Cu]I. The product is [CH2:1]([O:2][C:3]([C:5]1[CH:6]=[C:7]2[C:12](=[CH:13][CH:14]=1)[NH:11][CH:10]([C:15]1[CH:20]=[C:19]([N:25]3[CH2:30][CH2:29][O:28][CH2:27][CH2:26]3)[CH:18]=[CH:17][C:16]=1[CH3:22])[CH2:9][C:8]2([CH3:24])[CH3:23])=[O:4])[CH3:32]. The yield is 0.900.